This data is from Drug-target binding data from BindingDB using IC50 measurements. The task is: Regression. Given a target protein amino acid sequence and a drug SMILES string, predict the binding affinity score between them. We predict pIC50 (pIC50 = -log10(IC50 in M); higher means more potent). Dataset: bindingdb_ic50. (1) The small molecule is NCCCC[C@@H]1NC(=O)[C@H](CO)NC(=O)[C@H](CO)NC(=O)[C@@H]2CSSC[C@@H](C(N)=O)NC(=O)[C@@H]3CSSC[C@H](NC(=O)[C@@H](N)CSSC[C@H](NC(=O)[C@H](Cc4c[nH]c5ccccc45)NC1=O)C(=O)N[C@@H](CCCN=C(N)N)C(=O)N[C@@H](CC(=O)O)C(=O)N[C@@H](Cc1cnc[nH]1)C(=O)N[C@@H](CO)C(=O)N[C@@H](CCCN=C(N)N)C(=O)N3)C(=O)N[C@H](CC(N)=O)C(=O)N2. The target protein (P15389) has sequence MANLLLPRGTSSFRRFTRESLAAIEKRMAEKQARGGSATSQESREGLQEEEAPRPQLDLQASKKLPDLYGNPPRELIGEPLEDLDPFYSTQKTFIVLNKGKTIFRFSATNALYVLSPFHPVRRAAVKILVHSLFSMLIMCTILTNCVFMAQHDPPPWTKYVEYTFTAIYTFESLVKILARGFCLHAFTFLRDPWNWLDFSVIVMAYTTEFVDLGNVSALRTFRVLRALKTISVISGLKTIVGALIQSVKKLADVMVLTVFCLSVFALIGLQLFMGNLRHKCVRNFTELNGTNGSVEADGLVWNSLDVYLNDPANYLLKNGTTDVLLCGNSSDAGTCPEGYRCLKAGENPDHGYTSFDSFAWAFLALFRLMTQDCWERLYQQTLRSAGKIYMIFFMLVIFLGSFYLVNLILAVVAMAYEEQNQATIAETEEKEKRFQEAMEMLKKEHEALTIRGVDTVSRSSLEMSPLAPVTNHERKSKRRKRLSSGTEDGGDDRLPKSDS.... The pIC50 is 3.5. (2) The drug is N=C(NO)NCC[C@H](N)C(=O)O. The target protein (P07824) has sequence MSSKPKPIEIIGAPFSKGQPRGGVEKGPAALRKAGLVEKLKETEYNVRDHGDLAFVDVPNDSPFQIVKNPRSVGKANEQLAAVVAETQKNGTISVVLGGDHSMAIGSISGHARVHPDLCVIWVDAHTDINTPLTTSSGNLHGQPVAFLLKELKGKFPDVPGFSWVTPCISAKDIVYIGLRDVDPGEHYIIKTLGIKYFSMTEVDKLGIGKVMEETFSYLLGRKKRPIHLSFDVDGLDPVFTPATGTPVVGGLSYREGLYITEEIYKTGLLSGLDIMEVNPTLGKTPEEVTRTVNTAVALTLSCFGTKREGNHKPETDYLKPPK. The pIC50 is 5.7. (3) The drug is CC(=O)N[C@@H](Cc1c[nH]c2ccccc12)C(=O)N[C@H](C(=O)N[C@H](C(=O)N[C@@H](Cc1cnc[nH]1)C(=O)N[C@@H](CCCNC(N)=O)C(=O)N[C@@H](CC(C)C)C(=O)N[C@@H](C)C(=O)NCC(=O)N[C@@H](CC(C)C)C(=O)N[C@@H](CC(C)C)C(=O)N[C@@H](CO)C(=O)N[C@@H](CCCNC(N)=O)C(=O)N[C@@H](CO)C(=O)NCC(=O)NCC(=O)N[C@H](C(=O)N[C@H](C(=O)N[C@@H](CCCNC(=N)N)C(=O)N[C@@H](CCCCN)C(=O)N[C@@H](CC(N)=O)C(=O)N[C@@H](Cc1ccccc1)C(=O)N[C@H](C(=O)N1CCC[C@H]1C(=O)N[C@H](C(=O)N[C@@H](CC(=O)O)C(=O)N[C@H](C(=O)NCC(=O)N1CCC[C@H]1C(=O)N[C@@H](Cc1ccccc1)C(=O)N[C@@H](C)C(=O)N[C@@H](Cc1ccccc1)C(N)=O)C(C)C)[C@@H](C)O)C(C)C)C(C)C)C(C)C)[C@@H](C)O)C(C)C. The target protein (P01256) has sequence MGFLKFSPFLVVSILLLYQACGLQAVPLRSTLESSPGMAATLSEEEARLLLAALVQNYMQMKVRELEQEQEAEGSSVTAQKRSCNTATCVTHRLAGLLSRSGGVVKDNFVPTNVGSEAFGRRRRDLQA. The pIC50 is 8.1. (4) The small molecule is CN([C@@H]1CCN(Cc2ccccc2)C1)S(=O)(=O)NCCc1c(-c2cccs2)n[nH]c1-c1cccs1. The target protein (P12530) has sequence MGVYRVCVSTGASIYAGSKNKVELWLVGQHGEVELGSCLRPTRNKEEEFKVNVSKYLGSLLFVRLRKKHFLKEDAWFCNWISVQALGAAEDKYWFPCYRWVVGDGVQSLPVGTGCTTVGDPQGLFQKHREQELEERRKLYQWGSWKEGLILNVAGSKLTDLPVDERFLEDKKIDFEASLAWGLAELALKNSLNILAPWKTLDDFNRIFWCGRSKLARRVRDSWQEDSLFGYQFLNGANPMLLRRSVQLPARLVFPPGMEELQAQLEKELKAGTLFEADFALLDNIKANVILYCQQYLAAPLVMLKLQPDGKLMPMVIQLHLPKIGSSPPPLFLPTDPPMVWLLAKCWVRSSDFQVHELNSHLLRGHLMAEVFTVATMRCLPSIHPVFKLIVPHLRYTLEINVRARNGLVSDFGIFDQIMSTGGGGHVQLLQQAGAFLTYRSFCPPDDLADRGLLGVESSFYAQDALRLWEIISRYVQGIMGLYYKTDEAVRDDLELQSWC.... The pIC50 is 8.7. (5) The compound is C=C1NC(=O)C(C)C(CCC(C)C(=O)C=CC(C)=CCC(C)CCCCCCC)OC(=O)[C@H](CC(OS(=O)(=O)O)C(N)=O)NC(=O)[C@@H](C)CNC1=O. The target protein (O62855) has sequence MATLSPLLLAALLWVPVGTLTCYGDSGQPVDWFVVYKLPAHSSPGDVAQSGLRYKYLDEESGGWRDGAGSINSSTGALGRSLLPLYRNTSQLAFLLYNDQPPKYRGSQHSSNRGHTKGVLLLDQEGGFWLIHSVPNFPPPSSSAAYSWPPSARTYGQTLICVSFPLTQFLNISRQLTYTYPMVYDYKLEGDFARKFPYLEEVVKGHHVLQEPWNSSVTLTSKAGASFQSFAKCGNFGDDLYSGWLAEALGSNLQVQFWQRSAGILPSNCSGVQHVLDVTQIAFPGPAGPNFNATEDHSKWCVAPERPWTCVGDMNRNKREEHRGGGTLCAQLPALWKAFKPLVKAWEPCEKENRAFSPRSPAKD. The pIC50 is 3.6. (6) The small molecule is CCCC(=O)N[C@@H](Cc1ccc(O)cc1)C(=O)NCCCCCCCCCN. The target protein (Q07001) has sequence MEGPVLTLGLLAALAVCGSWGLNEEERLIRHLFQEKGYNKELRPVAHKEESVDVALALTLSNLISLKEVEETLTTNVWIEHGWTDNRLKWNAEEFGNISVLRLPPDMVWLPEIVLENNNDGSFQISYSCNVLVYHYGFVYWLPPAIFRSSCPISVTYFPFDWQNCSLKFSSLKYTAKEITLSLKQDAKENRTYPVEWIIIDPEGFTENGEWEIVHRPARVNVDPRAPLDSPSRQDITFYLIIRRKPLFYIINILVPCVLISFMVNLVFYLPADSGEKTSVAISVLLAQSVFLLLISKRLPATSMAIPLIGKFLLFGMVLVTMVVVICVIVLNIHFRTPSTHVLSEGVKKLFLETLPELLHMSRPAEDGPSPGALVRRSSSLGYISKAEEYFLLKSRSDLMFEKQSERHGLARRLTTARRPPASSEQAQQELFNELKPAVDGANFIVNHMRDQNNYNEEKDSWNRVARTVDRLCLFVVTPVMVVGTAWIFLQGVYNQPPPQ.... The pIC50 is 4.9. (7) The compound is N#Cc1c2n(c3c(N4CCN(CCc5ccc(Cl)cc5)CC4)ncnc13)CCCC2. The target protein (P33527) has sequence MALRGFCSADGSDPLWDWNVTWNTSNPDFTKCFQNTVLVWVPCFYLWACFPFYFLYLSRHDRGYIQMTPLNKTKTALGFLLWIVCWADLFYSFWERSRGIFLAPVFLVSPTLLGITMLLATFLIQLERRKGVQSSGIMLTFWLVALVCALAILRSKIMTALKEDAQVDLFRDITFYVYFSLLLIQLVLSCFSDRSPLFSETIHDPNPCPESSASFLSRITFWWITGLIVRGYRQPLEGSDLWSLNKEDTSEQVVPVLVKNWKKECAKTRKQPVKVVYSSKDPAQPKESSKVDANEEVEALIVKSPQKEWNPSLFKVLYKTFGPYFLMSFFFKAIHDLMMFSGPQILKLLIKFVNDTKAPDWQGYFYTVLLFVTACLQTLVLHQYFHICFVSGMRIKTAVIGAVYRKALVITNSARKSSTVGEIVNLMSVDAQRFMDLATYINMIWSAPLQVILALYLLWLNLGPSVLAGVAVMVLMVPVNAVMAMKTKTYQVAHMKSKDN.... The pIC50 is 6.4. (8) The small molecule is O=C(CN1C(=O)C(=NNC(=O)c2ccncc2)c2ccccc21)Nc1ccccc1. The target protein sequence is MATSRAALCAVAVVCVVLAAACAPARAIYVGTPAAALFEEFKRTYRRAYGTLAEEQQRLANFERNLELMREHQARNPHARFGITKFFDLSEAEFAARYLNGAAYFAAAKQHAGQHYRKARADLSAVPDAVDWREKGAVTPVKNQGACGSCWAFSAVGNIESQWARAGHGLVSLSEQQLVSCDDKDNGCNGGLMLQAFEWLLRHMYGIVFTEKSYPYTSGNGDVAECLNSSKLVPGARIDGYVMIPSNETVMAAWLAENGPIAIGVDASSFMSYQSGVLTSCAGDALNHGVLLVGYNTTGGVPYCVIKNSWGEDWGEKGYVRVAMGLNACLLSEYPVSAHVPQSLTPALTASGNFCEACWTVMLHRILSVLKTNGWLLGRRPSARWREDGARGGQ. The pIC50 is 4.2. (9) The compound is Oc1c(C(c2ccc(F)cc2)N2CCc3ccccc3C2)sc2ncnn12. The pIC50 is 4.5. The target protein (P30679) has sequence MARSLTWRCCPWCLTEDEKAAARVDQEINRILLEQKKQDRGELKLLLLGPGESGKSTFIKQMRIIHGAGYSEEERKGFRPLVYQNIFVSMRAMIEAMERLQIPFSRPESKHHASLVMSQDPYKVTTFEKRYAAAMQWLWRDAGIRAYYERRREFHLLDSAVYYLSHLERITEEGYVPTAQDVLRSRMPTTGINEYCFSVQKTNLRIVDVGGQKSERKKWIHCFENVIALIYLASLSEYDQCLEENNQENRMKESLALFGTILELPWFKSTSVILFLNKTDILEEKIPTSHLATYFPSFQGPKQDAEAAKRFILDMYTRMYTGCVDGPEGSKKGARSRRLFSHYTCATDTQNIRKVFKDVRDSVLARYLDEINLL. (10) The compound is CC1(C(=O)NC(C)(C)C(=O)Nc2nc(C(F)(F)F)c(C(=O)c3ccc(F)cc3)s2)CC1. The target protein sequence is LNWCVVMLILSNARLFLENLIKYGILVDPIQVVSLFLKDPYSWPAPCLVIAANVFAVAAFQVEKRLAVGALTEQAGLLLHVANLATILCFPAAVVLLVESITPVGSLLALMAHTILFLKLFSYRDVNSWCRRARAKAASAGKKASSAAAPHTVSYPDNLTYRDLYYFLFAPTLCYELNFPRSPRIRKRFLLRRILEMLFFTQLQVGLIQQWMVPTIQNSMKPFKDMDYSRIIERLLKLAVPNHLIWLIFFYWLFHSCLNAVAELMQFGDREFYRDWWNSESVTYFWQNWNIPVHKWCIRHFYKPMLRRGSSKWMARTGVFLASAFFHEYLVSVPLRMFRLWAFTGMMAQIPLAWFVGRFFQGNYGNAAVWLSLIIGQPIAVLMYVHDYYVLNYEAPAAEA. The pIC50 is 5.9.